Dataset: Forward reaction prediction with 1.9M reactions from USPTO patents (1976-2016). Task: Predict the product of the given reaction. Given the reactants Br[C:2]([F:19])=[C:3]1[CH2:8][CH2:7][N:6]([C:9]2[C:14]([N+:15]([O-:17])=[O:16])=[CH:13][CH:12]=[C:11]([CH3:18])[N:10]=2)[CH2:5][CH2:4]1.[CH:20]([C:22]1[CH:27]=[CH:26][CH:25]=[CH:24][CH:23]=1)=[CH2:21].C(Cl)Cl, predict the reaction product. The product is: [F:19][C:2](=[C:3]1[CH2:8][CH2:7][N:6]([C:9]2[C:14]([N+:15]([O-:17])=[O:16])=[CH:13][CH:12]=[C:11]([CH3:18])[N:10]=2)[CH2:5][CH2:4]1)/[CH:21]=[CH:20]/[C:22]1[CH:27]=[CH:26][CH:25]=[CH:24][CH:23]=1.